Dataset: Full USPTO retrosynthesis dataset with 1.9M reactions from patents (1976-2016). Task: Predict the reactants needed to synthesize the given product. (1) Given the product [NH2:11][C:6]1[CH:5]=[C:4]([CH:9]=[CH:8][C:7]=1[Cl:10])[C:3]([N:2]([CH3:1])[CH3:15])=[O:14], predict the reactants needed to synthesize it. The reactants are: [CH3:1][N:2]([CH3:15])[C:3](=[O:14])[C:4]1[CH:9]=[CH:8][C:7]([Cl:10])=[C:6]([N+:11]([O-])=O)[CH:5]=1.O.Cl. (2) Given the product [CH2:22]([O:24][C:25]([C@@:27]1([NH:32][C:33]([C@@H:35]2[CH2:39][C@@H:38]([O:40][C:41]3[C:50]4[C:45](=[CH:46][C:47]([O:51][CH3:52])=[CH:48][CH:49]=4)[N:44]=[C:43]([C:53]4[CH:54]=[CH:55][CH:56]=[CH:57][CH:58]=4)[CH:42]=3)[CH2:37][C@H:36]2[C:6](=[O:21])[NH:7][C@H:8]([C:13](=[O:20])[NH:14][CH:15]2[CH2:16][CH2:17][CH2:18][CH2:19]2)[C:9]([CH3:10])([CH3:11])[CH3:12])=[O:34])[CH2:29][C@H:28]1[CH:30]=[CH2:31])=[O:26])[CH3:23], predict the reactants needed to synthesize it. The reactants are: C(O[C:6](=[O:21])[NH:7][C@H:8]([C:13](=[O:20])[NH:14][CH:15]1[CH2:19][CH2:18][CH2:17][CH2:16]1)[C:9]([CH3:12])([CH3:11])[CH3:10])(C)(C)C.[CH2:22]([O:24][C:25]([C@@:27]1([NH:32][C:33]([C@@H:35]2[CH2:39][C@@H:38]([O:40][C:41]3[C:50]4[C:45](=[CH:46][C:47]([O:51][CH3:52])=[CH:48][CH:49]=4)[N:44]=[C:43]([C:53]4[CH:58]=[CH:57][CH:56]=[CH:55][CH:54]=4)[CH:42]=3)[CH2:37][C@H:36]2C(=O)N[C@H](C(=O)N[C@@H](C2CCCCC2)C(=O)NC)C(C)(C)C)=[O:34])[CH2:29][C@H:28]1[CH:30]=[CH2:31])=[O:26])[CH3:23]. (3) Given the product [F:40][C:39]([F:42])([F:41])[C:37]([OH:43])=[O:38].[Cl:1][C:2]1[C:10]2[C:5](=[CH:6][CH:7]=[C:8]3[O:15][CH2:14][CH2:13][NH:12][CH2:11][C:9]3=2)[N:4]([S:33]([C:29]2[CH:28]=[C:27]([CH:32]=[CH:31][CH:30]=2)[C:25]#[N:26])(=[O:35])=[O:34])[CH:3]=1, predict the reactants needed to synthesize it. The reactants are: [Cl:1][C:2]1[C:10]2[C:5](=[CH:6][CH:7]=[C:8]3[O:15][CH2:14][CH2:13][N:12](C(OC(C)(C)C)=O)[CH2:11][C:9]3=2)[NH:4][CH:3]=1.[H-].[Na+].[C:25]([C:27]1[CH:28]=[C:29]([S:33](Cl)(=[O:35])=[O:34])[CH:30]=[CH:31][CH:32]=1)#[N:26].[C:37]([OH:43])([C:39]([F:42])([F:41])[F:40])=[O:38]. (4) The reactants are: [Br:1][C:2]1[CH:3]=[CH:4][C:5]([F:20])=[C:6]([C@:8]([NH:15][C:16](=[O:19])[CH2:17]Cl)([CH3:14])[CH2:9][C:10]([OH:13])([CH3:12])[CH3:11])[CH:7]=1.[K]. Given the product [Br:1][C:2]1[CH:3]=[CH:4][C:5]([F:20])=[C:6]([C@:8]2([CH3:14])[CH2:9][C:10]([CH3:12])([CH3:11])[O:13][CH2:17][C:16](=[O:19])[NH:15]2)[CH:7]=1, predict the reactants needed to synthesize it. (5) Given the product [Si:5]([O:6][CH2:7]/[C:8](=[N:19]/[S@:17]([C:14]([CH3:16])([CH3:15])[CH3:13])=[O:18])/[CH3:10])([C:1]([CH3:4])([CH3:3])[CH3:2])([CH3:12])[CH3:11], predict the reactants needed to synthesize it. The reactants are: [C:1]([Si:5]([CH3:12])([CH3:11])[O:6][CH2:7][C:8]([CH3:10])=O)([CH3:4])([CH3:3])[CH3:2].[CH3:13][C:14]([S@@:17]([NH2:19])=[O:18])([CH3:16])[CH3:15].[Cl-].[Na+]. (6) Given the product [CH3:20][O:19][C:17](=[O:18])[CH2:16][CH2:15][C:12]1[CH:13]=[CH:14][C:5]2[N:4]=[C:1]([CH3:2])[NH:21][C:6]=2[C:7]=1[C:8]([O:10][CH3:11])=[O:9], predict the reactants needed to synthesize it. The reactants are: [C:1]([NH:4][C:5]1[C:6]([NH2:21])=[C:7]([C:12]([CH2:15][CH2:16][C:17]([O:19][CH3:20])=[O:18])=[CH:13][CH:14]=1)[C:8]([O:10][CH3:11])=[O:9])(=O)[CH3:2]. (7) Given the product [C:1]([C:5]1[CH:9]=[C:8](/[CH:10]=[CH:11]/[C:12]([NH:35][S:32]([CH2:27][CH2:28][CH2:29][CH2:30][CH3:31])(=[O:34])=[O:33])=[O:13])[N:7]([CH2:15][C:16]2[CH:21]=[CH:20][C:19]([C:22]([F:24])([F:23])[F:25])=[CH:18][C:17]=2[Cl:26])[N:6]=1)([CH3:3])([CH3:4])[CH3:2], predict the reactants needed to synthesize it. The reactants are: [C:1]([C:5]1[CH:9]=[C:8](/[CH:10]=[CH:11]/[C:12](O)=[O:13])[N:7]([CH2:15][C:16]2[CH:21]=[CH:20][C:19]([C:22]([F:25])([F:24])[F:23])=[CH:18][C:17]=2[Cl:26])[N:6]=1)([CH3:4])([CH3:3])[CH3:2].[CH2:27]([S:32]([NH2:35])(=[O:34])=[O:33])[CH2:28][CH2:29][CH2:30][CH3:31].N12CCCN=C1CCCCC2. (8) Given the product [CH3:26][C:24]1[CH:23]=[CH:22][N:21]=[C:20]([NH:19][C:2]2[CH:7]=[CH:6][CH:5]=[C:4]([C:8]3[S:12][C:11]([C:13]4[CH:14]=[N:15][CH:16]=[CH:17][CH:18]=4)=[N:10][CH:9]=3)[N:3]=2)[CH:25]=1, predict the reactants needed to synthesize it. The reactants are: Br[C:2]1[CH:7]=[CH:6][CH:5]=[C:4]([C:8]2[S:12][C:11]([C:13]3[CH:14]=[N:15][CH:16]=[CH:17][CH:18]=3)=[N:10][CH:9]=2)[N:3]=1.[NH2:19][C:20]1[CH:25]=[C:24]([CH3:26])[CH:23]=[CH:22][N:21]=1.C1C=CC(P(C2C(C3C(P(C4C=CC=CC=4)C4C=CC=CC=4)=CC=C4C=3C=CC=C4)=C3C(C=CC=C3)=CC=2)C2C=CC=CC=2)=CC=1.C([O-])([O-])=O.[Cs+].[Cs+]. (9) Given the product [N:52]1([CH2:59][CH2:60][NH:61][C:17]([C:16]2[CH:20]=[CH:21][C:13]([NH:12][C:10]([N:2]3[CH2:3][C:4]4[C:9](=[CH:8][CH:7]=[CH:6][CH:5]=4)[CH2:1]3)=[O:11])=[CH:14][CH:15]=2)=[O:18])[CH2:58][CH2:57][CH2:56][CH2:55][CH2:54][CH2:53]1, predict the reactants needed to synthesize it. The reactants are: [CH2:1]1[C:9]2[C:4](=[CH:5][CH:6]=[CH:7][CH:8]=2)[CH2:3][N:2]1[C:10]([NH:12][C:13]1[CH:21]=[CH:20][C:16]([C:17](O)=[O:18])=[CH:15][CH:14]=1)=[O:11].Cl.C(N=C=NCCCN(C)C)C.O.ON1C2C=CC=CC=2N=N1.C(N(CC)CC)C.[N:52]1([CH2:59][CH2:60][NH2:61])[CH2:58][CH2:57][CH2:56][CH2:55][CH2:54][CH2:53]1.